The task is: Predict which catalyst facilitates the given reaction.. This data is from Catalyst prediction with 721,799 reactions and 888 catalyst types from USPTO. Reactant: [N-:1]=[N+:2]=[N-:3].[Na+].[C:5]([O:8][CH:9]([CH2:14][CH2:15]OS(C)(=O)=O)[C:10]([O:12][CH3:13])=[O:11])(=[O:7])[CH3:6]. Product: [C:5]([O:8][CH:9]([CH2:14][CH2:15][N:1]=[N+:2]=[N-:3])[C:10]([O:12][CH3:13])=[O:11])(=[O:7])[CH3:6]. The catalyst class is: 9.